Predict the reaction yield, written as a fraction of the theoretical maximum amount of product (1.0 means a 100% yield; for example, 0.34 means a 34% yield). From a dataset of Reaction yield outcomes from USPTO patents with 853,638 reactions. (1) The reactants are Cl[C:2]1[CH:7]=[N:6][CH:5]=[C:4]([O:8][CH2:9][CH2:10][C:11]2[C:19]3[C:14](=[CH:15][CH:16]=[CH:17][CH:18]=3)[NH:13][CH:12]=2)[N:3]=1.[NH:20]1[CH2:25][CH2:24][NH:23][CH2:22][CH2:21]1.C([O-])([O-])=O.[K+].[K+]. The catalyst is C(#N)C.C(Cl)(Cl)Cl. The product is [NH:13]1[C:14]2[C:19](=[CH:18][CH:17]=[CH:16][CH:15]=2)[C:11]([CH2:10][CH2:9][O:8][C:4]2[CH:5]=[N:6][CH:7]=[C:2]([N:20]3[CH2:25][CH2:24][NH:23][CH2:22][CH2:21]3)[N:3]=2)=[CH:12]1. The yield is 0.230. (2) The reactants are [CH3:1][C:2]([C:4]1[CH:9]=[CH:8][CH:7]=[C:6]([O:10][CH3:11])[CH:5]=1)=O.[OH:12]I(C1C=CC=CC=1)OS(C1C=CC([N+]([O-])=O)=CC=1[N+]([O-])=O)(=O)=O.[CH3:36][O:37][C:38]1[CH:45]=[CH:44][C:41]([C:42]#[N:43])=[CH:40][CH:39]=1. The catalyst is C(#N)C. The product is [CH3:11][O:10][C:6]1[CH:5]=[C:4]([C:2]2[N:43]=[C:42]([C:41]3[CH:44]=[CH:45][C:38]([O:37][CH3:36])=[CH:39][CH:40]=3)[O:12][CH:1]=2)[CH:9]=[CH:8][CH:7]=1. The yield is 0.500.